Dataset: Reaction yield outcomes from USPTO patents with 853,638 reactions. Task: Predict the reaction yield, written as a fraction of the theoretical maximum amount of product (1.0 means a 100% yield; for example, 0.34 means a 34% yield). (1) The reactants are C([NH:11][CH2:12][CH2:13][CH2:14][CH2:15][C:16]1[CH:21]=[CH:20][CH:19]=[CH:18][C:17]=1[O:22][CH2:23][C@H:24]([OH:27])[CH2:25][OH:26])(OCC1C=CC=CC=1)=O. The catalyst is CO.[Pd]. The product is [OH:27][C@H:24]([CH2:25][OH:26])[CH2:23][O:22][C:17]1[CH:18]=[CH:19][CH:20]=[CH:21][C:16]=1[CH2:15][CH2:14][CH2:13][CH2:12][NH2:11]. The yield is 0.920. (2) The reactants are O=C([NH:11][CH2:12][CH2:13][CH2:14][CH2:15][C@@H:16]([C:41]([O:43][C:44]([CH3:47])([CH3:46])[CH3:45])=[O:42])[NH:17][C:18](=[O:40])[NH:19][C@H:20]([C:33]([O:35][C:36]([CH3:39])([CH3:38])[CH3:37])=[O:34])[CH2:21][CH2:22][C:23]([O:25]CC1C=CC=CC=1)=[O:24])OCC1C=CC=CC=1.C([O-])=O.[NH4+]. The catalyst is CCO.[Pd]. The product is [NH2:11][CH2:12][CH2:13][CH2:14][CH2:15][C@H:16]([NH:17][C:18](=[O:40])[NH:19][C@H:20]([C:33]([O:35][C:36]([CH3:39])([CH3:38])[CH3:37])=[O:34])[CH2:21][CH2:22][C:23]([OH:25])=[O:24])[C:41]([O:43][C:44]([CH3:47])([CH3:46])[CH3:45])=[O:42]. The yield is 0.700. (3) The reactants are [CH2:1]([O:8][C@H:9]1[C@@H:14]([O:15][CH2:16][C:17]2[CH:22]=[CH:21][CH:20]=[CH:19][CH:18]=2)[C@H:13]([O:23][CH2:24][C:25]2[CH:30]=[CH:29][CH:28]=[CH:27][CH:26]=2)[C@@H:12]([CH2:31][O:32][CH2:33][C:34]2[CH:39]=[CH:38][CH:37]=[CH:36][CH:35]=2)[O:11]/[C:10]/1=[CH:40]/[C:41](OC)=[O:42])[C:2]1[CH:7]=[CH:6][CH:5]=[CH:4][CH:3]=1.CC(C[AlH]CC(C)C)C.[C@H](O)(C([O-])=O)[C@@H](O)C([O-])=O.[Na+].[K+].CCOC(C)=O. The catalyst is C1(C)C=CC=CC=1. The product is [CH2:1]([O:8][C@H:9]1[C@@H:14]([O:15][CH2:16][C:17]2[CH:22]=[CH:21][CH:20]=[CH:19][CH:18]=2)[C@H:13]([O:23][CH2:24][C:25]2[CH:26]=[CH:27][CH:28]=[CH:29][CH:30]=2)[C@@H:12]([CH2:31][O:32][CH2:33][C:34]2[CH:35]=[CH:36][CH:37]=[CH:38][CH:39]=2)[O:11]/[C:10]/1=[CH:40]/[CH2:41][OH:42])[C:2]1[CH:7]=[CH:6][CH:5]=[CH:4][CH:3]=1. The yield is 0.680. (4) The reactants are C(=O)([O-])[O-].[K+].[K+].[CH:7]1([N:10]([C:18]2[C:19]3[N:20]([C:30]([CH:33]=[O:34])=[CH:31][N:32]=3)[CH:21]=[C:22]([C:24]#[C:25][Si](C)(C)C)[N:23]=2)[C:11](=[O:17])[O:12][C:13]([CH3:16])([CH3:15])[CH3:14])[CH2:9][CH2:8]1. The catalyst is CO. The product is [CH:7]1([N:10]([C:18]2[C:19]3[N:20]([C:30]([CH:33]=[O:34])=[CH:31][N:32]=3)[CH:21]=[C:22]([C:24]#[CH:25])[N:23]=2)[C:11](=[O:17])[O:12][C:13]([CH3:16])([CH3:15])[CH3:14])[CH2:8][CH2:9]1. The yield is 0.500.